This data is from Peptide-MHC class II binding affinity with 134,281 pairs from IEDB. The task is: Regression. Given a peptide amino acid sequence and an MHC pseudo amino acid sequence, predict their binding affinity value. This is MHC class II binding data. (1) The peptide sequence is TSAVGAPTGATTAAA. The MHC is DRB1_0901 with pseudo-sequence DRB1_0901. The binding affinity (normalized) is 0.202. (2) The peptide sequence is FIVFLLLAGRSCSYK. The MHC is DRB1_0802 with pseudo-sequence DRB1_0802. The binding affinity (normalized) is 0.388. (3) The peptide sequence is VGAITTIEDPVLAKK. The MHC is HLA-DPA10201-DPB10501 with pseudo-sequence HLA-DPA10201-DPB10501. The binding affinity (normalized) is 0.180. (4) The peptide sequence is TLEVHAVKPAAEEVK. The MHC is HLA-DQA10401-DQB10402 with pseudo-sequence HLA-DQA10401-DQB10402. The binding affinity (normalized) is 0.388. (5) The peptide sequence is DYLILKNLTGLVSAG. The MHC is DRB1_0405 with pseudo-sequence DRB1_0405. The binding affinity (normalized) is 0.700.